This data is from Catalyst prediction with 721,799 reactions and 888 catalyst types from USPTO. The task is: Predict which catalyst facilitates the given reaction. (1) Reactant: C([O-])=O.[NH4+].C([N:12]1[CH2:17][CH2:16][O:15][CH:14]([CH2:18][OH:19])[CH2:13]1)C1C=CC=CC=1.[C:31]([O:30][C:28](O[C:28]([O:30][C:31]([CH3:34])([CH3:33])[CH3:32])=[O:29])=[O:29])([CH3:34])([CH3:33])[CH3:32].C(N(CC)CC)C. Product: [C:31]([O:30][C:28]([N:12]1[CH2:17][CH2:16][O:15][CH:14]([CH2:18][OH:19])[CH2:13]1)=[O:29])([CH3:32])([CH3:33])[CH3:34]. The catalyst class is: 43. (2) Reactant: C(N(CC)CC)C.[CH2:8]=[O:9].[Cl-].[Cl-].[Mg+2].[Br:13][C:14]1[CH:19]=[CH:18][CH:17]=[CH:16][C:15]=1[OH:20]. Product: [Br:13][C:14]1[C:15]([OH:20])=[C:16]([CH:17]=[CH:18][CH:19]=1)[CH:8]=[O:9]. The catalyst class is: 165. (3) Reactant: [Cl:1][C:2]1[CH:3]=[CH:4][C:5]([NH:8][C:9](=[O:24])[C:10]2[CH:15]=[CH:14][CH:13]=[CH:12][C:11]=2[NH:16][CH2:17][CH:18]2[CH2:23][CH2:22][NH:21][CH2:20][CH2:19]2)=[N:6][CH:7]=1.Cl.Cl[C:27]1[CH:32]=[CH:31][N:30]=[CH:29][CH:28]=1.C(N(CC)CC)C. Product: [Cl:1][C:2]1[CH:3]=[CH:4][C:5]([NH:8][C:9](=[O:24])[C:10]2[CH:15]=[CH:14][CH:13]=[CH:12][C:11]=2[NH:16][CH2:17][CH:18]2[CH2:19][CH2:20][N:21]([C:27]3[CH:32]=[CH:31][N:30]=[CH:29][CH:28]=3)[CH2:22][CH2:23]2)=[N:6][CH:7]=1. The catalyst class is: 8. (4) Reactant: [CH2:1]([SH:11])[CH2:2][CH2:3][CH2:4][CH2:5][CH2:6][CH2:7][CH2:8][CH2:9][CH3:10].S(Cl)([Cl:15])(=O)=O. Product: [CH2:1]([S:11][Cl:15])[CH2:2][CH2:3][CH2:4][CH2:5][CH2:6][CH2:7][CH2:8][CH2:9][CH3:10]. The catalyst class is: 22. (5) Reactant: [CH3:1][O:2][C:3](=[O:20])[CH2:4][CH:5]([NH2:19])[C:6]1[CH:11]=[CH:10][C:9]([O:12][CH:13]([F:15])[F:14])=[C:8]([O:16][CH2:17][CH3:18])[CH:7]=1.C([O:23][C:24](=O)[C:25]1[C:30]([N+:31]([O-:33])=[O:32])=[CH:29][CH:28]=[CH:27][C:26]=1[CH2:34]Br)C.C(N(CC)CC)C. Product: [CH3:1][O:2][C:3](=[O:20])[CH2:4][CH:5]([C:6]1[CH:11]=[CH:10][C:9]([O:12][CH:13]([F:14])[F:15])=[C:8]([O:16][CH2:17][CH3:18])[CH:7]=1)[N:19]1[CH2:34][C:26]2[C:25](=[C:30]([N+:31]([O-:33])=[O:32])[CH:29]=[CH:28][CH:27]=2)[C:24]1=[O:23]. The catalyst class is: 3. (6) Reactant: [CH2:1]([N:8]1[CH2:12][CH2:11][C@@H:10]([NH2:13])[CH2:9]1)[C:2]1[CH:7]=[CH:6][CH:5]=[CH:4][CH:3]=1.[O:14]1[CH2:19][CH2:18][C:17](=O)[CH2:16][CH2:15]1.[C:21](O)(=O)C.C(O[BH-](OC(=O)C)OC(=O)C)(=O)C.[Na+].C=O.C([BH3-])#N.[Na+]. Product: [CH2:1]([N:8]1[CH2:12][CH2:11][C@@H:10]([N:13]([CH3:21])[CH:17]2[CH2:18][CH2:19][O:14][CH2:15][CH2:16]2)[CH2:9]1)[C:2]1[CH:3]=[CH:4][CH:5]=[CH:6][CH:7]=1. The catalyst class is: 497.